From a dataset of Full USPTO retrosynthesis dataset with 1.9M reactions from patents (1976-2016). Predict the reactants needed to synthesize the given product. (1) Given the product [ClH:1].[F:22][C:23]1[CH:29]=[C:28]([CH3:30])[C:27]([OH:31])=[CH:26][C:24]=1[NH:25][C:2]1[C:11]2[C:6](=[CH:7][C:8]([O:14][CH2:15][C:16]3[N:17]([CH3:21])[CH:18]=[CH:19][N:20]=3)=[C:9]([O:12][CH3:13])[CH:10]=2)[N:5]=[N:4][CH:3]=1, predict the reactants needed to synthesize it. The reactants are: [Cl:1][C:2]1[C:11]2[C:6](=[CH:7][C:8]([O:14][CH2:15][C:16]3[N:17]([CH3:21])[CH:18]=[CH:19][N:20]=3)=[C:9]([O:12][CH3:13])[CH:10]=2)[N:5]=[N:4][CH:3]=1.[F:22][C:23]1[CH:29]=[C:28]([CH3:30])[C:27]([OH:31])=[CH:26][C:24]=1[NH2:25].Cl.C(O)(C)C. (2) Given the product [Br:15][C:16]1[CH:21]=[N:20][CH:19]=[C:18]([O:22][CH:2]([F:6])[F:7])[CH:17]=1, predict the reactants needed to synthesize it. The reactants are: Cl[C:2]([F:7])([F:6])C([O-])=O.[Na+].C(=O)([O-])[O-].[K+].[K+].[Br:15][C:16]1[CH:17]=[C:18]([OH:22])[CH:19]=[N:20][CH:21]=1.C(OCC)(=O)C. (3) Given the product [Br:1][C:2]1[N:3]=[C:4]2[CH:10]=[C:11]([CH3:12])[NH:9][C:5]2=[N:6][C:7]=1[Cl:8], predict the reactants needed to synthesize it. The reactants are: [Br:1][C:2]1[N:3]=[C:4]([C:10]#[C:11][CH2:12][Si](C)(C)C)[C:5]([NH2:9])=[N:6][C:7]=1[Cl:8].CC([O-])(C)C.[K+].Cl. (4) Given the product [C:9]([O:8][CH2:7][C:5]1[N:6]=[C:2]([NH:1][C:17](=[O:16])[CH3:18])[S:3][CH:4]=1)(=[O:11])[CH3:10], predict the reactants needed to synthesize it. The reactants are: [NH2:1][C:2]1[S:3][CH:4]=[C:5]([CH2:7][OH:8])[N:6]=1.[C:9](OC(=O)C)(=[O:11])[CH3:10].[O:16]1CCO[CH2:18][CH2:17]1. (5) Given the product [Cl:20][CH2:21][CH2:22][CH2:23][CH2:24][CH:25]([C:26]1[O:8][C:7]([C:6]2[CH:11]=[CH:12][C:13]([C:14]3[O:18][C:17]([CH3:19])=[N:16][CH:15]=3)=[C:4]([O:3][CH3:2])[CH:5]=2)=[N:9][N:10]=1)[C:29]1[CH:34]=[CH:33][C:32]([Cl:35])=[C:31]([Cl:36])[CH:30]=1, predict the reactants needed to synthesize it. The reactants are: Cl.[CH3:2][O:3][C:4]1[CH:5]=[C:6]([CH:11]=[CH:12][C:13]=1[C:14]1[O:18][C:17]([CH3:19])=[N:16][CH:15]=1)[C:7]([NH:9][NH2:10])=[O:8].[Cl:20][CH2:21][CH2:22][CH2:23][CH2:24][CH:25]([C:29]1[CH:34]=[CH:33][C:32]([Cl:35])=[C:31]([Cl:36])[CH:30]=1)[C:26](O)=O.C(N(CC)CC)C.CN(C(ON1N=NC2C=CC=NC1=2)=[N+](C)C)C.F[P-](F)(F)(F)(F)F.C(Cl)(Cl)(Cl)Cl.C1(P(C2C=CC=CC=2)C2C=CC=CC=2)C=CC=CC=1. (6) Given the product [OH:27][C:7]1[CH:6]=[C:5]([OH:31])[C:4]([CH:1]([CH3:2])[CH3:3])=[CH:9][C:8]=1[C:10]1[N:14]([C:15]2[CH:16]=[CH:17][C:18]([O:21][CH3:22])=[CH:19][CH:20]=2)[C:13](=[O:35])[NH:12][N:11]=1, predict the reactants needed to synthesize it. The reactants are: [CH:1]([C:4]1[C:5]([O:31]COC)=[CH:6][C:7]([O:27]COC)=[C:8]([C:10]2[N:14]([C:15]3[CH:20]=[CH:19][C:18]([O:21][CH3:22])=[CH:17][CH:16]=3)[C:13](S(C)(=O)=O)=[N:12][N:11]=2)[CH:9]=1)([CH3:3])[CH3:2].[OH-:35].[Na+].[Cl-].[NH4+].